Task: Regression. Given a peptide amino acid sequence and an MHC pseudo amino acid sequence, predict their binding affinity value. This is MHC class I binding data.. Dataset: Peptide-MHC class I binding affinity with 185,985 pairs from IEDB/IMGT (1) The peptide sequence is HRILDIYLEK. The MHC is HLA-B27:05 with pseudo-sequence HLA-B27:05. The binding affinity (normalized) is 0.817. (2) The peptide sequence is VLAGGVLAAV. The MHC is HLA-A02:02 with pseudo-sequence HLA-A02:02. The binding affinity (normalized) is 0.865. (3) The peptide sequence is AAYYFMKFRR. The MHC is HLA-A33:01 with pseudo-sequence HLA-A33:01. The binding affinity (normalized) is 0.480. (4) The peptide sequence is VALWNDGTV. The MHC is HLA-A02:01 with pseudo-sequence HLA-A02:01. The binding affinity (normalized) is 0.198. (5) The peptide sequence is RLASSLYVY. The MHC is HLA-A23:01 with pseudo-sequence HLA-A23:01. The binding affinity (normalized) is 0.497. (6) The peptide sequence is PSLQYLALK. The MHC is HLA-A33:01 with pseudo-sequence HLA-A33:01. The binding affinity (normalized) is 0.189. (7) The peptide sequence is ISDSNPFLTQW. The MHC is HLA-B46:01 with pseudo-sequence HLA-B46:01. The binding affinity (normalized) is 0.103. (8) The peptide sequence is EALEYLSELK. The binding affinity (normalized) is 0.499. The MHC is HLA-A11:01 with pseudo-sequence HLA-A11:01. (9) The peptide sequence is EFFDCFKYIL. The binding affinity (normalized) is 0.313. The MHC is HLA-A23:01 with pseudo-sequence HLA-A23:01.